From a dataset of Reaction yield outcomes from USPTO patents with 853,638 reactions. Predict the reaction yield, written as a fraction of the theoretical maximum amount of product (1.0 means a 100% yield; for example, 0.34 means a 34% yield). The reactants are [CH3:1][O:2][CH2:3][O:4][CH:5]1[CH2:30][CH2:29][C@@:28]2([CH3:31])[CH:7]([C:8](=[O:33])[O:9][C:10]3[C@H:11]4[C@:24]([CH3:32])([CH2:25][CH2:26][C:27]=32)[C@@H:14]([C@H:15]([CH3:23])[CH2:16][CH2:17][CH2:18][CH:19]([CH3:22])[CH2:20][OH:21])[CH2:13][CH2:12]4)[CH2:6]1.C[N+]1([O-])CCOCC1. The catalyst is [Ru]([O-])(=O)(=O)=O.C([N+](CCC)(CCC)CCC)CC.ClCCl. The product is [CH3:1][O:2][CH2:3][O:4][CH:5]1[CH2:30][CH2:29][C@@:28]2([CH3:31])[CH:7]([C:8](=[O:33])[O:9][C:10]3[C@H:11]4[C@:24]([CH3:32])([CH2:25][CH2:26][C:27]=32)[C@@H:14]([C@H:15]([CH3:23])[CH2:16][CH2:17][CH2:18][CH:19]([CH3:22])[CH:20]=[O:21])[CH2:13][CH2:12]4)[CH2:6]1. The yield is 0.420.